From a dataset of Reaction yield outcomes from USPTO patents with 853,638 reactions. Predict the reaction yield, written as a fraction of the theoretical maximum amount of product (1.0 means a 100% yield; for example, 0.34 means a 34% yield). (1) The reactants are CO[C:3](=[O:31])[C:4]1[CH:9]=[CH:8][C:7]([N:10]2[CH:14]=[C:13]([C:15]3[C:16]([C:24]4[CH:29]=[CH:28][C:27]([Cl:30])=[CH:26][CH:25]=4)=[N:17][O:18][C:19]=3[C:20]([F:23])([F:22])[F:21])[N:12]=[CH:11]2)=[N:6][CH:5]=1.[CH:32]1([NH2:35])[CH2:34][CH2:33]1. No catalyst specified. The product is [Cl:30][C:27]1[CH:26]=[CH:25][C:24]([C:16]2[C:15]([C:13]3[N:12]=[CH:11][N:10]([C:7]4[CH:8]=[CH:9][C:4]([C:3]([NH:35][CH:32]5[CH2:34][CH2:33]5)=[O:31])=[CH:5][N:6]=4)[CH:14]=3)=[C:19]([C:20]([F:22])([F:23])[F:21])[O:18][N:17]=2)=[CH:29][CH:28]=1. The yield is 0.760. (2) The reactants are [CH2:1]([N:8]([CH2:38][C:39]1[CH:44]=[CH:43][CH:42]=[CH:41][CH:40]=1)[CH:9]1[CH2:13][CH:12]([C:14](=O)[CH2:15][NH:16][C:17]2[N:18]=[C:19]3[CH:25]=[CH:24][N:23]([S:26]([C:29]4[CH:35]=[CH:34][C:32]([CH3:33])=[CH:31][CH:30]=4)(=[O:28])=[O:27])[C:20]3=[N:21][CH:22]=2)[CH:11]([CH3:37])[CH2:10]1)[C:2]1[CH:7]=[CH:6][CH:5]=[CH:4][CH:3]=1.COC1C=CC(P2(SP(C3C=CC(OC)=CC=3)(=S)S2)=S)=CC=1. No catalyst specified. The product is [CH2:1]([N:8]([CH2:38][C:39]1[CH:44]=[CH:43][CH:42]=[CH:41][CH:40]=1)[CH:9]1[CH2:13][CH:12]([C:14]2[N:18]3[C:19]4[CH:25]=[CH:24][N:23]([S:26]([C:29]5[CH:35]=[CH:34][C:32]([CH3:33])=[CH:31][CH:30]=5)(=[O:28])=[O:27])[C:20]=4[N:21]=[CH:22][C:17]3=[N:16][CH:15]=2)[CH:11]([CH3:37])[CH2:10]1)[C:2]1[CH:7]=[CH:6][CH:5]=[CH:4][CH:3]=1. The yield is 0.870. (3) The reactants are [Cl:1][C:2]1[N:7]=[C:6]([CH2:8][C:9]([O:11][CH2:12][CH3:13])=[O:10])[CH:5]=[C:4](Cl)[N:3]=1.[I-].[Na+].[NH2:17][C:18]1[CH:22]=[C:21]([CH3:23])[NH:20][N:19]=1.C(N(CC)C(C)C)(C)C. The catalyst is C(OCC)(=O)C. The product is [CH3:23][C:21]1[NH:20][N:19]=[C:18]([NH:17][C:4]2[N:3]=[C:2]([Cl:1])[N:7]=[C:6]([CH2:8][C:9]([O:11][CH2:12][CH3:13])=[O:10])[CH:5]=2)[CH:22]=1. The yield is 0.410. (4) The reactants are [Cl:1][C:2]1[CH:3]=[C:4]([C:9]2([C:26]([F:29])([F:28])[F:27])[CH2:13][C:12]([C:14]3[C:23]4[C:18](=[CH:19][CH:20]=[CH:21][CH:22]=4)[C:17]([CH2:24][NH2:25])=[CH:16][CH:15]=3)=[N:11][CH2:10]2)[CH:5]=[C:6]([Cl:8])[CH:7]=1.[C:30](OC(=O)C)(=[O:32])[CH3:31]. The catalyst is C1COCC1. The product is [Cl:1][C:2]1[CH:3]=[C:4]([C:9]2([C:26]([F:28])([F:29])[F:27])[CH2:13][C:12]([C:14]3[C:23]4[C:18](=[CH:19][CH:20]=[CH:21][CH:22]=4)[C:17]([CH2:24][NH:25][C:30](=[O:32])[CH3:31])=[CH:16][CH:15]=3)=[N:11][CH2:10]2)[CH:5]=[C:6]([Cl:8])[CH:7]=1. The yield is 0.580. (5) The reactants are [F:1][C:2]1[CH:3]=[C:4]([CH:6]=[C:7]([F:13])[C:8]=1[Si:9]([CH3:12])([CH3:11])[CH3:10])[NH2:5].[CH2:14]([N:17]([CH2:31][CH:32]=[CH2:33])[CH:18]([C:22]1[CH:27]=[CH:26][C:25]([CH2:28][O:29][CH3:30])=[CH:24][CH:23]=1)[C:19](O)=[O:20])[CH:15]=[CH2:16].CCN(C(C)C)C(C)C.C(P1(=O)OP(CCC)(=O)OP(CCC)(=O)O1)CC. The catalyst is CN(C1C=CN=CC=1)C.C(OCC)(=O)C.O. The product is [CH2:31]([N:17]([CH2:14][CH:15]=[CH2:16])[CH:18]([C:22]1[CH:23]=[CH:24][C:25]([CH2:28][O:29][CH3:30])=[CH:26][CH:27]=1)[C:19]([NH:5][C:4]1[CH:6]=[C:7]([F:13])[C:8]([Si:9]([CH3:10])([CH3:12])[CH3:11])=[C:2]([F:1])[CH:3]=1)=[O:20])[CH:32]=[CH2:33]. The yield is 0.596. (6) The reactants are Cl.[N:2]1[CH:7]=[CH:6][CH:5]=[CH:4][C:3]=1[N:8]1[C:16]2[CH2:15][CH2:14][NH:13][CH:12]([C:17]([O:19][CH2:20][CH3:21])=[O:18])[C:11]=2[N:10]=[CH:9]1.[Cl:22][C:23]1[C:31]([C:32]([F:35])([F:34])[F:33])=[CH:30][CH:29]=[CH:28][C:24]=1[C:25](O)=[O:26].CN(C(ON1N=NC2C=CC=NC1=2)=[N+](C)C)C.F[P-](F)(F)(F)(F)F.CCN(C(C)C)C(C)C. The catalyst is CN(C=O)C.CCOC(C)=O. The product is [Cl:22][C:23]1[C:31]([C:32]([F:33])([F:34])[F:35])=[CH:30][CH:29]=[CH:28][C:24]=1[C:25]([N:13]1[CH2:14][CH2:15][C:16]2[N:8]([C:3]3[CH:4]=[CH:5][CH:6]=[CH:7][N:2]=3)[CH:9]=[N:10][C:11]=2[CH:12]1[C:17]([O:19][CH2:20][CH3:21])=[O:18])=[O:26]. The yield is 0.300. (7) The catalyst is CN(C=O)C.O. The yield is 0.910. The reactants are Br[C:2]1[CH:7]=[CH:6][C:5]([O:8][CH3:9])=[C:4]([F:10])[CH:3]=1.[C:11]([Cu])#[N:12]. The product is [F:10][C:4]1[CH:3]=[C:2]([CH:7]=[CH:6][C:5]=1[O:8][CH3:9])[C:11]#[N:12]. (8) The reactants are [C:1]([O:5][C:6]([N:8]1[CH2:13][CH2:12][CH:11]([S:14][C:15]2[CH:20]=[CH:19][C:18]([Br:21])=[CH:17][CH:16]=2)[CH2:10][CH2:9]1)=[O:7])([CH3:4])([CH3:3])[CH3:2].[OH:22]S(O)(=O)=O.CC(O)C.OO. The catalyst is ClCCl. The product is [C:1]([O:5][C:6]([N:8]1[CH2:13][CH2:12][CH:11]([S:14]([C:15]2[CH:20]=[CH:19][C:18]([Br:21])=[CH:17][CH:16]=2)=[O:22])[CH2:10][CH2:9]1)=[O:7])([CH3:4])([CH3:2])[CH3:3]. The yield is 0.430. (9) The reactants are [NH:1]1[C:9]2[C:4](=[CH:5][CH:6]=[CH:7][CH:8]=2)[C:3]([CH:10]=[O:11])=[N:2]1.C(=O)([O-])[O-].[K+].[K+].[I-].[Li+].Cl[CH2:21][CH2:22][O:23][CH:24]1[CH2:29][CH2:28][CH2:27][CH2:26][O:25]1. The catalyst is CN1C(=O)CCC1.O. The product is [O:25]1[CH2:26][CH2:27][CH2:28][CH2:29][CH:24]1[O:23][CH2:22][CH2:21][N:1]1[C:9]2[C:4](=[CH:5][CH:6]=[CH:7][CH:8]=2)[C:3]([CH:10]=[O:11])=[N:2]1. The yield is 0.380. (10) The reactants are [NH:1]1[CH2:5][CH2:4][CH2:3][CH2:2]1.[CH3:6][CH:7]1[C@H:15]2[N:11]([CH2:12][CH2:13][CH2:14]2)[C:10](=[O:16])[CH2:9][C:8]1=O. The catalyst is C(O)C. The product is [CH3:6][CH:7]1[C@H:15]2[N:11]([CH2:12][CH2:13][CH2:14]2)[C:10](=[O:16])[CH:9]=[C:8]1[N:1]1[CH2:5][CH2:4][CH2:3][CH2:2]1. The yield is 1.00.